The task is: Predict the product of the given reaction.. This data is from Forward reaction prediction with 1.9M reactions from USPTO patents (1976-2016). The product is: [N+:34]([C:31]1[CH:30]=[CH:29][C:28]([CH2:27][O:26][C:24]([N:19]2[CH2:20][CH2:21][N:16]([C:8]3[C:9]4[CH:15]=[CH:14][CH:13]=[CH:12][C:10]=4[NH:11][C:5]4[CH:4]=[CH:3][C:2]([Cl:1])=[CH:22][C:6]=4[N:7]=3)[CH2:17][CH2:18]2)=[O:25])=[CH:33][CH:32]=1)([O-:36])=[O:35]. Given the reactants [Cl:1][C:2]1[CH:3]=[CH:4][C:5]2[NH:11][C:10]3[CH:12]=[CH:13][CH:14]=[CH:15][C:9]=3[C:8]([N:16]3[CH2:21][CH2:20][NH:19][CH2:18][CH2:17]3)=[N:7][C:6]=2[CH:22]=1.Cl[C:24]([O:26][CH2:27][C:28]1[CH:33]=[CH:32][C:31]([N+:34]([O-:36])=[O:35])=[CH:30][CH:29]=1)=[O:25], predict the reaction product.